This data is from Forward reaction prediction with 1.9M reactions from USPTO patents (1976-2016). The task is: Predict the product of the given reaction. (1) The product is: [O:14]=[C:13]1[NH:8][C@H:9]([C:15]([O:17][CH2:18][C:19]2[CH:24]=[CH:23][CH:22]=[CH:21][CH:20]=2)=[O:16])[CH2:10][O:11][CH2:12]1. Given the reactants COC1C=CC(C[N:8]2[C:13](=[O:14])[CH2:12][O:11][CH2:10][C@H:9]2[C:15]([O:17][CH2:18][C:19]2[CH:24]=[CH:23][CH:22]=[CH:21][CH:20]=2)=[O:16])=CC=1.CCN(C(C)C)C(C)C, predict the reaction product. (2) Given the reactants [C:1]([O:11][CH:12]([CH3:14])[CH3:13])(=[O:10])/[CH:2]=[CH:3]/[C:4]([O:6][CH:7]([CH3:9])[CH3:8])=[O:5].[C:15]([O:25][CH3:26])(=[O:24])[CH:16]=[CH:17][C:18]1[CH:23]=[CH:22][CH:21]=[CH:20][CH:19]=1.[C:27]([O:31]CCCC[O:31][C:27](=[O:30])[CH:28]=[CH2:29])(=[O:30])[CH:28]=[CH2:29].C(OOOC(C)(C)C)(=O)C(C)(C)C, predict the reaction product. The product is: [C:4]([O:6][CH:7]([CH3:9])[CH3:8])(=[O:5])/[CH:3]=[CH:2]/[C:1]([O:11][CH:12]([CH3:14])[CH3:13])=[O:10].[C:15]([O:25][CH3:26])(=[O:24])[CH:16]=[CH:17][C:18]1[CH:19]=[CH:20][CH:21]=[CH:22][CH:23]=1.[C:27]([O-:31])(=[O:30])[CH:28]=[CH2:29]. (3) The product is: [Br:1][C:2]1[C:10]2[C:5](=[CH:6][CH:7]=[CH:8][C:9]=2[N+:11]([O-:13])=[O:12])[N:4]([CH2:21][C:22]2[N:23]=[C:24]([CH3:27])[O:25][CH:26]=2)[N:3]=1. Given the reactants [Br:1][C:2]1[C:10]2[C:5](=[CH:6][CH:7]=[CH:8][C:9]=2[N+:11]([O-:13])=[O:12])[NH:4][N:3]=1.C([O-])([O-])=O.[K+].[K+].Br[CH2:21][C:22]1[N:23]=[C:24]([CH3:27])[O:25][CH:26]=1, predict the reaction product. (4) Given the reactants Br[C:2]1[C:3]2[C:4]3[CH:17]=[CH:16][S:15][C:5]=3[C:6](=[O:14])[NH:7][C:8]=2[CH:9]=[CH:10][C:11]=1[O:12][CH3:13].CC1(C)C(C)(C)OB([C:26]2[CH:31]=[CH:30][C:29]([CH:32]([NH:34][C:35](=[O:41])[O:36][C:37]([CH3:40])([CH3:39])[CH3:38])[CH3:33])=[CH:28][CH:27]=2)O1, predict the reaction product. The product is: [CH3:13][O:12][C:11]1[CH:10]=[CH:9][C:8]2[NH:7][C:6](=[O:14])[C:5]3[S:15][CH:16]=[CH:17][C:4]=3[C:3]=2[C:2]=1[C:26]1[CH:27]=[CH:28][C:29]([CH:32]([NH:34][C:35](=[O:41])[O:36][C:37]([CH3:40])([CH3:39])[CH3:38])[CH3:33])=[CH:30][CH:31]=1. (5) Given the reactants [CH3:1][N:2]([CH3:34])[CH2:3][C@H:4]([NH:16][S:17]([C:20]1[S:21][C:22]([C:25]#[C:26][C:27]2[CH:28]=[C:29]([CH3:33])[CH:30]=[CH:31][CH:32]=2)=[CH:23][CH:24]=1)(=[O:19])=[O:18])[CH2:5][C:6]([O:8][CH2:9][C:10]1[CH:15]=[CH:14][CH:13]=[CH:12][CH:11]=1)=[O:7].[CH3:35][I:36], predict the reaction product. The product is: [I-:36].[CH2:9]([O:8][C:6](=[O:7])[CH2:5][C@@H:4]([NH:16][S:17]([C:20]1[S:21][C:22]([C:25]#[C:26][C:27]2[CH:28]=[C:29]([CH3:33])[CH:30]=[CH:31][CH:32]=2)=[CH:23][CH:24]=1)(=[O:18])=[O:19])[CH2:3][N+:2]([CH3:35])([CH3:1])[CH3:34])[C:10]1[CH:11]=[CH:12][CH:13]=[CH:14][CH:15]=1. (6) Given the reactants [O:1]=[C:2]1[N:11]2[C:6]([CH:7]=[CH:8][CH:9]=[CH:10]2)=[C:5]([CH2:12][N:13]2[CH2:18][CH2:17][N:16]([C:19]3[CH:24]=[CH:23][N:22]=[C:21]([CH:25]=[CH2:26])[CH:20]=3)[CH2:15][CH2:14]2)[CH:4]=[C:3]1[C:27]([O:29]CC)=[O:28], predict the reaction product. The product is: [CH2:25]([C:21]1[CH:20]=[C:19]([N:16]2[CH2:15][CH2:14][N:13]([CH2:12][C:5]3[CH:4]=[C:3]([C:27]([OH:29])=[O:28])[C:2](=[O:1])[N:11]4[C:6]=3[CH:7]=[CH:8][CH:9]=[CH:10]4)[CH2:18][CH2:17]2)[CH:24]=[CH:23][N:22]=1)[CH3:26]. (7) Given the reactants Br[C:2]1[CH:11]=[CH:10][CH:9]=[CH:8][C:3]=1[C:4]([O:6][CH3:7])=[O:5].O.O.[Br:14][C:15]1[CH:20]=[CH:19][C:18]([S:21]([O-:23])=[O:22])=[CH:17][CH:16]=1.[Na+], predict the reaction product. The product is: [Br:14][C:15]1[CH:20]=[CH:19][C:18]([S:21]([C:2]2[CH:11]=[CH:10][CH:9]=[CH:8][C:3]=2[C:4]([O:6][CH3:7])=[O:5])(=[O:23])=[O:22])=[CH:17][CH:16]=1.